From a dataset of Peptide-MHC class I binding affinity with 185,985 pairs from IEDB/IMGT. Regression. Given a peptide amino acid sequence and an MHC pseudo amino acid sequence, predict their binding affinity value. This is MHC class I binding data. The binding affinity (normalized) is 0.0847. The peptide sequence is ALLGERPII. The MHC is HLA-A11:01 with pseudo-sequence HLA-A11:01.